Dataset: Peptide-MHC class II binding affinity with 134,281 pairs from IEDB. Task: Regression. Given a peptide amino acid sequence and an MHC pseudo amino acid sequence, predict their binding affinity value. This is MHC class II binding data. (1) The MHC is HLA-DQA10201-DQB10202 with pseudo-sequence HLA-DQA10201-DQB10202. The binding affinity (normalized) is 0.146. The peptide sequence is INVGFKAAVAAAASV. (2) The peptide sequence is MKKYFAATQFEPLAA. The MHC is HLA-DPA10103-DPB10401 with pseudo-sequence HLA-DPA10103-DPB10401. The binding affinity (normalized) is 1.00. (3) The binding affinity (normalized) is 0.667. The MHC is DRB1_1302 with pseudo-sequence DRB1_1302. The peptide sequence is GIDIFASKNFHLQKN. (4) The peptide sequence is SHLNAMSKVRKDISE. The MHC is HLA-DQA10201-DQB10402 with pseudo-sequence HLA-DQA10201-DQB10402. The binding affinity (normalized) is 0.289. (5) The peptide sequence is QQIKFAALSARAVAL. The MHC is HLA-DQA10101-DQB10501 with pseudo-sequence HLA-DQA10101-DQB10501. The binding affinity (normalized) is 0.155. (6) The peptide sequence is EVLGFRMVQDERVGR. The MHC is DRB1_0101 with pseudo-sequence DRB1_0101. The binding affinity (normalized) is 0.521.